From a dataset of Forward reaction prediction with 1.9M reactions from USPTO patents (1976-2016). Predict the product of the given reaction. (1) Given the reactants [CH3:1][C@@H:2]1[C:6]2([CH2:9][N:8]([CH2:10][C:11]3[CH:16]=[CH:15][CH:14]=[CH:13][CH:12]=3)[CH2:7]2)[O:5][C:4](=[O:17])[NH:3]1.O.O.O.O.O.O.O.O.[OH-].[Ba+2].[OH-].Cl.C(=O)([O-])[O-].[K+].[K+].C(OC([O:38][C:39]([CH3:42])([CH3:41])[CH3:40])=O)([O:38][C:39]([CH3:42])([CH3:41])[CH3:40])=O, predict the reaction product. The product is: [OH:5][C:6]1([C@H:2]([NH:3][C:4](=[O:17])[O:38][C:39]([CH3:42])([CH3:41])[CH3:40])[CH3:1])[CH2:9][N:8]([CH2:10][C:11]2[CH:16]=[CH:15][CH:14]=[CH:13][CH:12]=2)[CH2:7]1. (2) Given the reactants Br[C:2]1[CH:14]=[CH:13][C:5]([CH2:6][NH:7][S:8]([CH2:11][CH3:12])(=[O:10])=[O:9])=[C:4]([F:15])[CH:3]=1.Cl[CH:17]([CH3:23])[C:18]([O:20][CH2:21][CH3:22])=[O:19].FC(F)(F)C(O)=O, predict the reaction product. The product is: [CH2:11]([S:8]([NH:7][CH2:6][C:5]1[CH:13]=[CH:14][C:2]([CH:17]([CH3:23])[C:18]([O:20][CH2:21][CH3:22])=[O:19])=[CH:3][C:4]=1[F:15])(=[O:10])=[O:9])[CH3:12]. (3) Given the reactants C([Li])(C)(C)C.[CH3:6][O:7][C:8]1[CH:13]=[CH:12][CH:11]=[CH:10][C:9]=1[CH:14]1N(C)CCN1C.C([O:24][B:25](OC(C)C)[O:26]C(C)C)(C)C.Cl.C1C[O:38]CC1, predict the reaction product. The product is: [CH3:6][O:7][C:8]1[C:9]([CH:14]=[O:38])=[C:10]([B:25]([OH:26])[OH:24])[CH:11]=[CH:12][CH:13]=1. (4) Given the reactants [Br:1][C:2]1[C:3]([NH:9][CH:10]2[CH2:15][CH2:14][N:13]([CH2:16][C:17]3[CH:22]=[CH:21][CH:20]=[CH:19][CH:18]=3)[CH2:12][CH2:11]2)=[N:4][C:5](Cl)=[N:6][CH:7]=1.[NH2:23][CH2:24][C:25]1[CH:30]=[CH:29][N:28]=[CH:27][CH:26]=1, predict the reaction product. The product is: [Br:1][C:2]1[C:3]([NH:9][CH:10]2[CH2:15][CH2:14][N:13]([CH2:16][C:17]3[CH:22]=[CH:21][CH:20]=[CH:19][CH:18]=3)[CH2:12][CH2:11]2)=[N:4][C:5]([NH:23][CH2:24][C:25]2[CH:30]=[CH:29][N:28]=[CH:27][CH:26]=2)=[N:6][CH:7]=1. (5) Given the reactants FC(F)(F)C([O-])=O.[Cl:8][C:9]1[CH:10]=[C:11]([NH:16][C:17]2[C:26]3[C:21](=[CH:22][C:23]([O:42][C@H:43]4[CH2:47][CH2:46][O:45][CH2:44]4)=[C:24]([NH:27][CH:28]4[CH2:31][N:30](C(OCC5C=CC=CC=5)=O)[CH2:29]4)[CH:25]=3)[N:20]=[CH:19][N:18]=2)[CH:12]=[CH:13][C:14]=1[F:15], predict the reaction product. The product is: [NH:30]1[CH2:29][CH:28]([NH:27][C:24]2[CH:25]=[C:26]3[C:21](=[CH:22][C:23]=2[O:42][C@H:43]2[CH2:47][CH2:46][O:45][CH2:44]2)[N:20]=[CH:19][N:18]=[C:17]3[NH:16][C:11]2[CH:12]=[CH:13][C:14]([F:15])=[C:9]([Cl:8])[CH:10]=2)[CH2:31]1. (6) Given the reactants [Si]([O:8][CH2:9][C:10]1[N:15]=[CH:14][C:13]2[N:16]([C:19]3[S:23][C:22]([C:24]([NH2:26])=[O:25])=[C:21]([O:27][CH:28]([C:30]4[CH:35]=[CH:34][CH:33]=[CH:32][C:31]=4[C:36]([F:39])([F:38])[F:37])[CH3:29])[CH:20]=3)[CH:17]=[N:18][C:12]=2[CH:11]=1)(C(C)(C)C)(C)C.[F-].C([N+](CCCC)(CCCC)CCCC)CCC, predict the reaction product. The product is: [OH:8][CH2:9][C:10]1[N:15]=[CH:14][C:13]2[N:16]([C:19]3[S:23][C:22]([C:24]([NH2:26])=[O:25])=[C:21]([O:27][CH:28]([C:30]4[CH:35]=[CH:34][CH:33]=[CH:32][C:31]=4[C:36]([F:37])([F:38])[F:39])[CH3:29])[CH:20]=3)[CH:17]=[N:18][C:12]=2[CH:11]=1.